This data is from Reaction yield outcomes from USPTO patents with 853,638 reactions. The task is: Predict the reaction yield, written as a fraction of the theoretical maximum amount of product (1.0 means a 100% yield; for example, 0.34 means a 34% yield). The reactants are Cl[C:2]1[CH:7]=[C:6](Cl)[N:5]2[N:9]=[C:10]([CH3:23])[C:11]([CH2:12][C:13]3[C:22]4[C:17](=[CH:18][CH:19]=[CH:20][CH:21]=4)[CH:16]=[CH:15][CH:14]=3)=[C:4]2[N:3]=1.[OH-:24].[Na+].[NH:26]1[CH2:31][CH2:30][O:29][CH2:28][CH2:27]1. The catalyst is O1CCCC1.C(O)C. The product is [CH3:23][C:10]1[C:11]([CH2:12][C:13]2[C:22]3[C:17](=[CH:18][CH:19]=[CH:20][CH:21]=3)[CH:16]=[CH:15][CH:14]=2)=[C:4]2[N:3]=[C:2]([N:26]3[CH2:31][CH2:30][O:29][CH2:28][CH2:27]3)[CH:7]=[C:6]([OH:24])[N:5]2[N:9]=1. The yield is 0.0900.